This data is from Peptide-MHC class II binding affinity with 134,281 pairs from IEDB. The task is: Regression. Given a peptide amino acid sequence and an MHC pseudo amino acid sequence, predict their binding affinity value. This is MHC class II binding data. (1) The MHC is DRB1_0101 with pseudo-sequence DRB1_0101. The peptide sequence is LVKYVNGDGDVVAVDIKEKG. The binding affinity (normalized) is 0.550. (2) The peptide sequence is LVGPTPVNIIGRNILTQIGC. The MHC is HLA-DPA10301-DPB10402 with pseudo-sequence HLA-DPA10301-DPB10402. The binding affinity (normalized) is 0.239. (3) The peptide sequence is KTKEGVLYVGSKTKE. The MHC is HLA-DPA10301-DPB10402 with pseudo-sequence HLA-DPA10301-DPB10402. The binding affinity (normalized) is 0.285. (4) The peptide sequence is GELQIVDNIDAAFKI. The MHC is DRB1_0101 with pseudo-sequence DRB1_0101. The binding affinity (normalized) is 0.589. (5) The MHC is HLA-DPA10201-DPB11401 with pseudo-sequence HLA-DPA10201-DPB11401. The peptide sequence is AFKVAMTAANAAPAN. The binding affinity (normalized) is 0.644. (6) The peptide sequence is TVYVGIVTMLSPMLHK. The MHC is DRB5_0101 with pseudo-sequence DRB5_0101. The binding affinity (normalized) is 0.936. (7) The peptide sequence is VQYSRADEEQQQALS. The MHC is DRB1_0101 with pseudo-sequence DRB1_0101. The binding affinity (normalized) is 0.0641.